From a dataset of Clinical trial toxicity outcomes and FDA approval status for drugs. Regression/Classification. Given a drug SMILES string, predict its toxicity properties. Task type varies by dataset: regression for continuous values (e.g., LD50, hERG inhibition percentage) or binary classification for toxic/non-toxic outcomes (e.g., AMES mutagenicity, cardiotoxicity, hepatotoxicity). Dataset: clintox. The compound is COc1cc2ncnc(Nc3ccc(F)c(Cl)c3)c2cc1OCCCN1CCOCC1. The result is 1 (failed clinical trial for toxicity).